This data is from hERG Central: cardiac toxicity at 1µM, 10µM, and general inhibition. The task is: Predict hERG channel inhibition at various concentrations. (1) The compound is c1ccc2c(N3CCCCC3)nc(N3CCCC3)nc2c1. Results: hERG_inhib (hERG inhibition (general)): blocker. (2) The compound is N#C/C(=C\c1cn(-c2ccccc2)nc1-c1cccnc1)c1nnc2n1CCCCC2. Results: hERG_inhib (hERG inhibition (general)): blocker. (3) The compound is CCOC(=O)C1(CCCc2ccccc2)CCN(C(=O)CCn2cnnn2)CC1. Results: hERG_inhib (hERG inhibition (general)): blocker. (4) The drug is CCOC(=O)N1CCN(C(=O)COc2ccc3oc4c(c3c2)CCCC4)CC1. Results: hERG_inhib (hERG inhibition (general)): blocker.